From a dataset of Peptide-MHC class II binding affinity with 134,281 pairs from IEDB. Regression. Given a peptide amino acid sequence and an MHC pseudo amino acid sequence, predict their binding affinity value. This is MHC class II binding data. (1) The peptide sequence is RPGLLIGFGLRTLWS. The MHC is DRB1_1301 with pseudo-sequence DRB1_1301. The binding affinity (normalized) is 0.756. (2) The MHC is HLA-DQA10303-DQB10402 with pseudo-sequence HLA-DQA10303-DQB10402. The peptide sequence is QAVMEMTYKNKVVKV. The binding affinity (normalized) is 0.427. (3) The peptide sequence is TLMWYELSKVNPTSV. The MHC is H-2-IAb with pseudo-sequence H-2-IAb. The binding affinity (normalized) is 0.612. (4) The peptide sequence is RDGHEKPMNVQSLGW. The MHC is DRB1_0801 with pseudo-sequence DRB1_0801. The binding affinity (normalized) is 0.301.